Dataset: NCI-60 drug combinations with 297,098 pairs across 59 cell lines. Task: Regression. Given two drug SMILES strings and cell line genomic features, predict the synergy score measuring deviation from expected non-interaction effect. (1) Drug 1: C1=CC(=CC=C1CCC2=CNC3=C2C(=O)NC(=N3)N)C(=O)NC(CCC(=O)O)C(=O)O. Drug 2: CC1C(C(=O)NC(C(=O)N2CCCC2C(=O)N(CC(=O)N(C(C(=O)O1)C(C)C)C)C)C(C)C)NC(=O)C3=C4C(=C(C=C3)C)OC5=C(C(=O)C(=C(C5=N4)C(=O)NC6C(OC(=O)C(N(C(=O)CN(C(=O)C7CCCN7C(=O)C(NC6=O)C(C)C)C)C)C(C)C)C)N)C. Cell line: ACHN. Synergy scores: CSS=25.6, Synergy_ZIP=-0.173, Synergy_Bliss=6.95, Synergy_Loewe=7.34, Synergy_HSA=7.69. (2) Cell line: BT-549. Synergy scores: CSS=3.88, Synergy_ZIP=-2.44, Synergy_Bliss=-0.995, Synergy_Loewe=-0.928, Synergy_HSA=-0.422. Drug 1: C1=NC2=C(N=C(N=C2N1C3C(C(C(O3)CO)O)O)F)N. Drug 2: C(CC(=O)O)C(=O)CN.Cl.